Dataset: Forward reaction prediction with 1.9M reactions from USPTO patents (1976-2016). Task: Predict the product of the given reaction. (1) Given the reactants Cl[C:2]1[N:7]=[C:6]([NH:8][C:9]2[CH:10]=[C:11]([CH:16]=[CH:17][CH:18]=2)[C:12]([NH:14][CH3:15])=[O:13])[C:5]([F:19])=[CH:4][N:3]=1.[F:20][C:21]1[CH:31]=[CH:30][C:24]([O:25][CH:26]2[CH2:29][NH:28][CH2:27]2)=[CH:23][CH:22]=1.C(=O)([O-])[O-].[Cs+].[Cs+].C1C=CC(P(C2C(C3C(P(C4C=CC=CC=4)C4C=CC=CC=4)=CC=C4C=3C=CC=C4)=C3C(C=CC=C3)=CC=2)C2C=CC=CC=2)=CC=1, predict the reaction product. The product is: [F:19][C:5]1[C:6]([NH:8][C:9]2[CH:10]=[C:11]([CH:16]=[CH:17][CH:18]=2)[C:12]([NH:14][CH3:15])=[O:13])=[N:7][C:2]([N:28]2[CH2:29][CH:26]([O:25][C:24]3[CH:23]=[CH:22][C:21]([F:20])=[CH:31][CH:30]=3)[CH2:27]2)=[N:3][CH:4]=1. (2) Given the reactants [CH:1]1([OH:6])[CH2:5][CH2:4][CH2:3][CH2:2]1.[H-].[Na+].[CH3:9][C:10]1([CH3:29])[CH2:27][C:14]2=[C:15]([C:22]3[CH:26]=[CH:25][NH:24][N:23]=3)[S:16][C:17](S(C)(=O)=O)=[C:13]2[C:12](=[O:28])[CH2:11]1, predict the reaction product. The product is: [CH:1]1([O:6][C:17]2[S:16][C:15]([C:22]3[CH:26]=[CH:25][NH:24][N:23]=3)=[C:14]3[CH2:27][C:10]([CH3:29])([CH3:9])[CH2:11][C:12](=[O:28])[C:13]=23)[CH2:5][CH2:4][CH2:3][CH2:2]1. (3) Given the reactants [NH2:1][C:2](=[O:35])[CH2:3][O:4][C:5]1[CH:6]=[C:7]2[C:12](=[CH:13][CH:14]=1)[C:11](=[O:15])[N:10]([CH2:16][CH:17]([CH3:19])[CH3:18])[C:9]([CH2:20][NH:21]C(=O)OC(C)(C)C)=[C:8]2[C:29]1[CH:34]=[CH:33][CH:32]=[CH:31][CH:30]=1.[ClH:36], predict the reaction product. The product is: [ClH:36].[NH2:21][CH2:20][C:9]1[N:10]([CH2:16][CH:17]([CH3:19])[CH3:18])[C:11](=[O:15])[C:12]2[C:7]([C:8]=1[C:29]1[CH:34]=[CH:33][CH:32]=[CH:31][CH:30]=1)=[CH:6][C:5]([O:4][CH2:3][C:2]([NH2:1])=[O:35])=[CH:14][CH:13]=2.